Dataset: Forward reaction prediction with 1.9M reactions from USPTO patents (1976-2016). Task: Predict the product of the given reaction. (1) The product is: [CH3:53][C:46]1[CH:45]=[CH:44][C:43]([F:42])=[CH:48][C:47]=1[S:49]([O:1][C:2]1[CH:10]=[CH:9][C:8]([C:11]2[N:12]([C:27]([O:29][C:30]([CH3:31])([CH3:33])[CH3:32])=[O:28])[C:13]3[C:18]([CH:19]=2)=[CH:17][C:16]([CH2:20][N:21]2[CH2:26][CH2:25][CH2:24][CH2:23][CH2:22]2)=[CH:15][CH:14]=3)=[C:7]2[C:3]=1[CH2:4][NH:5][C:6]2=[O:34])(=[O:51])=[O:50]. Given the reactants [OH:1][C:2]1[CH:10]=[CH:9][C:8]([C:11]2[N:12]([C:27]([O:29][C:30]([CH3:33])([CH3:32])[CH3:31])=[O:28])[C:13]3[C:18]([CH:19]=2)=[CH:17][C:16]([CH2:20][N:21]2[CH2:26][CH2:25][CH2:24][CH2:23][CH2:22]2)=[CH:15][CH:14]=3)=[C:7]2[C:3]=1[CH2:4][NH:5][C:6]2=[O:34].C(N(CC)CC)C.[F:42][C:43]1[CH:44]=[CH:45][C:46]([CH3:53])=[C:47]([S:49](Cl)(=[O:51])=[O:50])[CH:48]=1, predict the reaction product. (2) Given the reactants [CH2:1]([O:8][C:9]1[CH:10]=[C:11]([O:28][C:29]2[CH:34]=[CH:33][C:32]([S:35]([CH3:38])(=[O:37])=[O:36])=[CH:31][CH:30]=2)[CH:12]=[C:13]2[C:17]=1[NH:16][C:15]([C:18]1[S:19][C:20]([C:23](OCC)=[O:24])=[CH:21][N:22]=1)=[CH:14]2)[C:2]1[CH:7]=[CH:6][CH:5]=[CH:4][CH:3]=1.[H-].[Al+3].[Li+].[H-].[H-].[H-].[H][H].[Cl-].[NH4+], predict the reaction product. The product is: [CH2:1]([O:8][C:9]1[CH:10]=[C:11]([O:28][C:29]2[CH:34]=[CH:33][C:32]([S:35]([CH3:38])(=[O:36])=[O:37])=[CH:31][CH:30]=2)[CH:12]=[C:13]2[C:17]=1[NH:16][C:15]([C:18]1[S:19][C:20]([CH2:23][OH:24])=[CH:21][N:22]=1)=[CH:14]2)[C:2]1[CH:7]=[CH:6][CH:5]=[CH:4][CH:3]=1. (3) The product is: [CH3:12][C:13]1[CH:18]=[C:17]([NH:19][C:3]([C:5]2[C:10]([Br:11])=[N:9][CH:8]=[CH:7][N:6]=2)=[O:4])[CH:16]=[CH:15][N:14]=1. Given the reactants CO[C:3]([C:5]1[C:10]([Br:11])=[N:9][CH:8]=[CH:7][N:6]=1)=[O:4].[CH3:12][C:13]1[CH:18]=[C:17]([NH2:19])[CH:16]=[CH:15][N:14]=1, predict the reaction product. (4) Given the reactants FC(F)(F)C(O)=O.[S:8]1[CH:12]=[C:11]([C:13]2[CH:18]=[CH:17][C:16]([CH2:19][C:20]3[CH:37]=[CH:36][C:23]4[CH2:24][CH2:25][N:26](C(OC(C)(C)C)=O)[CH2:27][CH2:28][C:22]=4[CH:21]=3)=[CH:15][CH:14]=2)[N:10]=[N:9]1, predict the reaction product. The product is: [S:8]1[CH:12]=[C:11]([C:13]2[CH:14]=[CH:15][C:16]([CH2:19][C:20]3[CH:37]=[CH:36][C:23]4[CH2:24][CH2:25][NH:26][CH2:27][CH2:28][C:22]=4[CH:21]=3)=[CH:17][CH:18]=2)[N:10]=[N:9]1.